The task is: Predict the reactants needed to synthesize the given product.. This data is from Full USPTO retrosynthesis dataset with 1.9M reactions from patents (1976-2016). (1) Given the product [F:21][C:17]1[CH:16]=[C:15]([CH:20]=[CH:19][CH:18]=1)[CH2:14][N:10]1[C:11]2[C:7](=[CH:6][C:5]([C:3]([OH:4])=[O:2])=[CH:13][CH:12]=2)[C@@:8]2([CH2:24][C@@H:23]2[C:25]2[CH:30]=[CH:29][C:28]([F:31])=[CH:27][CH:26]=2)[C:9]1=[O:22], predict the reactants needed to synthesize it. The reactants are: C[O:2][C:3]([C:5]1[CH:6]=[C:7]2[C:11](=[CH:12][CH:13]=1)[N:10]([CH2:14][C:15]1[CH:20]=[CH:19][CH:18]=[C:17]([F:21])[CH:16]=1)[C:9](=[O:22])[C@@:8]12[CH2:24][C@@H:23]1[C:25]1[CH:30]=[CH:29][C:28]([F:31])=[CH:27][CH:26]=1)=[O:4].[OH-].[Li+]. (2) Given the product [CH3:1][O:2][C:3]1[CH:4]=[C:5]([CH:18]=[CH:19][CH:20]=1)[O:6][C:7]1[CH:8]=[C:9]([CH:15]=[CH:16][CH:17]=1)[C:10]([OH:12])=[O:11], predict the reactants needed to synthesize it. The reactants are: [CH3:1][O:2][C:3]1[CH:4]=[C:5]([CH:18]=[CH:19][CH:20]=1)[O:6][C:7]1[CH:8]=[C:9]([CH:15]=[CH:16][CH:17]=1)[C:10]([O:12]CC)=[O:11]. (3) Given the product [C:18]1([O:17][C:15](=[O:16])[NH:10][C:9]2[CH:11]=[CH:12][CH:13]=[C:7]([C:3]3[CH:2]=[N:1][CH:6]=[CH:5][CH:4]=3)[CH:8]=2)[CH:23]=[CH:22][CH:21]=[CH:20][CH:19]=1, predict the reactants needed to synthesize it. The reactants are: [N:1]1[CH:6]=[CH:5][CH:4]=[C:3]([C:7]2[CH:8]=[C:9]([CH:11]=[CH:12][CH:13]=2)[NH2:10])[CH:2]=1.Cl[C:15]([O:17][C:18]1[CH:23]=[CH:22][CH:21]=[CH:20][CH:19]=1)=[O:16].C(N(CC)CC)C. (4) Given the product [OH:1][CH:2]1[CH:6]([OH:7])[CH2:5][N:4]([C:8]2[CH:9]=[C:10]([CH:16]=[CH:17][CH:18]=2)[C:11]([OH:13])=[O:12])[CH2:3]1, predict the reactants needed to synthesize it. The reactants are: [OH:1][CH:2]1[CH:6]([OH:7])[CH2:5][N:4]([C:8]2[CH:9]=[C:10]([CH:16]=[CH:17][CH:18]=2)[C:11]([O:13]CC)=[O:12])[CH2:3]1.O.[Li+].[OH-]. (5) The reactants are: [C:9](O[C:9]([O:11][C:12]([CH3:15])([CH3:14])[CH3:13])=[O:10])([O:11][C:12]([CH3:15])([CH3:14])[CH3:13])=[O:10].[NH2:16][C:17]1[CH:22]=[CH:21][C:20]([CH3:23])=[CH:19][N:18]=1. Given the product [C:12]([O:11][C:9](=[O:10])[NH:16][C:17]1[CH:22]=[CH:21][C:20]([CH3:23])=[CH:19][N:18]=1)([CH3:13])([CH3:14])[CH3:15], predict the reactants needed to synthesize it.